Dataset: Forward reaction prediction with 1.9M reactions from USPTO patents (1976-2016). Task: Predict the product of the given reaction. (1) Given the reactants [CH3:1][C:2]1[NH:7][C:6](=[S:8])[C:5]([C:9]#[N:10])=[C:4]([C:11]([F:14])([F:13])[F:12])[CH:3]=1.Br[CH2:16][C:17]([O:19][CH2:20][CH3:21])=[O:18].[O-]CC.[Na+], predict the reaction product. The product is: [NH2:10][C:9]1[C:5]2[C:6](=[N:7][C:2]([CH3:1])=[CH:3][C:4]=2[C:11]([F:14])([F:12])[F:13])[S:8][C:16]=1[C:17]([O:19][CH2:20][CH3:21])=[O:18]. (2) Given the reactants [CH2:1]([O:4][C:5]([N:7]1[CH2:11][C@H:10]([OH:12])[CH2:9][C@H:8]1[C:13](OC)=[O:14])=[O:6])[CH:2]=[CH2:3], predict the reaction product. The product is: [CH2:1]([O:4][C:5]([N:7]1[CH2:11][C@H:10]([OH:12])[CH2:9][C@H:8]1[CH2:13][OH:14])=[O:6])[CH:2]=[CH2:3].